This data is from Full USPTO retrosynthesis dataset with 1.9M reactions from patents (1976-2016). The task is: Predict the reactants needed to synthesize the given product. (1) Given the product [CH3:36][C:9]1[CH:10]=[C:11](/[CH:14]=[CH:15]/[CH2:16][CH2:17][N:18]2[CH2:19][CH2:20][CH2:21][C:22]3([CH2:24][CH2:25][N:26]([C:29]([O:31][C:32]([CH3:34])([CH3:33])[CH3:35])=[O:30])[CH2:27][CH2:28]3)[CH2:23]2)[CH:12]=[CH:13][C:8]=1[CH2:7][C:6]1[C:2]([O:1][C@@H:51]2[O:52][C@H:53]([CH2:64][O:65][C:66](=[O:68])[CH3:67])[C@@H:54]([O:60][C:61](=[O:63])[CH3:62])[C@H:55]([O:56][C:57](=[O:59])[CH3:58])[C@H:50]2[O:49][C:46](=[O:48])[CH3:47])=[N:3][NH:4][C:5]=1[CH:37]([CH3:39])[CH3:38], predict the reactants needed to synthesize it. The reactants are: [OH:1][C:2]1[C:6]([CH2:7][C:8]2[CH:13]=[CH:12][C:11](/[CH:14]=[CH:15]/[CH2:16][CH2:17][N:18]3[CH2:23][C:22]4([CH2:28][CH2:27][N:26]([C:29]([O:31][C:32]([CH3:35])([CH3:34])[CH3:33])=[O:30])[CH2:25][CH2:24]4)[CH2:21][CH2:20][CH2:19]3)=[CH:10][C:9]=2[CH3:36])=[C:5]([CH:37]([CH3:39])[CH3:38])[NH:4][N:3]=1.C(=O)([O-])[O-].[K+].[K+].[C:46]([O:49][C@@H:50]1[C@@H:55]([O:56][C:57](=[O:59])[CH3:58])[C@H:54]([O:60][C:61](=[O:63])[CH3:62])[C@@H:53]([CH2:64][O:65][C:66](=[O:68])[CH3:67])[O:52][C@@H:51]1Br)(=[O:48])[CH3:47]. (2) Given the product [ClH:14].[CH:4]12[CH2:5][CH2:6][CH:1]([CH:2]=[CH:3]1)[NH:7][O:8]2, predict the reactants needed to synthesize it. The reactants are: [C:1]1(=[N:7][OH:8])[CH2:6][CH2:5][CH2:4][CH2:3][CH2:2]1.C(O[Cl:14])(C)(C)C.C1CCC=CC=1.